The task is: Predict the reactants needed to synthesize the given product.. This data is from Full USPTO retrosynthesis dataset with 1.9M reactions from patents (1976-2016). The reactants are: [Br:1][C:2]1[CH:7]=[C:6]([C:8](O)=[O:9])[C:5]([C:11](O)=[O:12])=[CH:4][C:3]=1[C:14]([OH:16])=[O:15].[Br-].[NH4+:18].Cl. Given the product [Br:1][C:2]1[CH:7]=[C:6]2[C:5]([C:11](=[O:12])[NH:18][C:8]2=[O:9])=[CH:4][C:3]=1[C:14]([OH:16])=[O:15], predict the reactants needed to synthesize it.